This data is from Catalyst prediction with 721,799 reactions and 888 catalyst types from USPTO. The task is: Predict which catalyst facilitates the given reaction. Product: [C:1]([C@H:5]1[CH2:6][CH2:7][C@H:8]([O:11][C:12]2[C:13]([C:31]([F:34])([F:32])[F:33])=[C:14]3[C:19](=[CH:20][CH:21]=2)[CH:18]=[C:17]([CH2:22][N:23]2[CH2:26][CH:25]([C:27]([OH:29])=[O:28])[CH2:24]2)[CH:16]=[CH:15]3)[CH2:9][CH2:10]1)([CH3:4])([CH3:2])[CH3:3]. The catalyst class is: 8. Reactant: [C:1]([C@H:5]1[CH2:10][CH2:9][C@H:8]([O:11][C:12]2[C:13]([C:31]([F:34])([F:33])[F:32])=[C:14]3[C:19](=[CH:20][CH:21]=2)[CH:18]=[C:17]([CH2:22][N:23]2[CH2:26][CH:25]([C:27]([O:29]C)=[O:28])[CH2:24]2)[CH:16]=[CH:15]3)[CH2:7][CH2:6]1)([CH3:4])([CH3:3])[CH3:2].[OH-].[Na+].Cl.